This data is from Full USPTO retrosynthesis dataset with 1.9M reactions from patents (1976-2016). The task is: Predict the reactants needed to synthesize the given product. (1) Given the product [F:1][C:2]1[CH:7]=[C:6]([C:8]2[N:9]([CH3:22])[C:10]([S:20]([CH3:21])=[O:23])=[N:11][C:12]=2[C:13]2[CH:14]=[CH:15][C:16]([F:19])=[CH:17][CH:18]=2)[CH:5]=[CH:4][N:3]=1, predict the reactants needed to synthesize it. The reactants are: [F:1][C:2]1[CH:7]=[C:6]([C:8]2[N:9]([CH3:22])[C:10]([S:20][CH3:21])=[N:11][C:12]=2[C:13]2[CH:18]=[CH:17][C:16]([F:19])=[CH:15][CH:14]=2)[CH:5]=[CH:4][N:3]=1.[OH:23]O. (2) The reactants are: [CH2:1]([C@:3]1([OH:19])[C:15]2[CH:14]=[C:13]3[N:9]([CH2:10][CH2:11][C:12]3=O)[C:8](=[O:17])[C:7]=2[CH2:6][O:5][C:4]1=[O:18])[CH3:2].C1(C)C=CC(S(O)(=O)=O)=CC=1.O1CCO[CH:32]1[C:36]1[CH:41]=[C:40]([O:42][CH3:43])[N:39]=[CH:38][C:37]=1[NH2:44]. Given the product [CH2:1]([C@:3]1([OH:19])[C:15]2[CH:14]=[C:13]3[N:9]([CH2:10][C:11]4[C:12]3=[N:44][C:37]3[CH:38]=[N:39][C:40]([O:42][CH3:43])=[CH:41][C:36]=3[CH:32]=4)[C:8](=[O:17])[C:7]=2[CH2:6][O:5][C:4]1=[O:18])[CH3:2], predict the reactants needed to synthesize it.